Task: Predict the reaction yield, written as a fraction of the theoretical maximum amount of product (1.0 means a 100% yield; for example, 0.34 means a 34% yield).. Dataset: Reaction yield outcomes from USPTO patents with 853,638 reactions (1) The reactants are [C-]#N.[Na+].Br[C:5]1[CH:6]=[C:7]2[C:11](=[CH:12][CH:13]=1)[NH:10][CH:9]=[CH:8]2.[CH3:14][NH:15]CCNC.[OH-].[NH4+]. The catalyst is [Cu]I.O.C(OCC)(=O)C.C1(C)C=CC=CC=1. The product is [NH:10]1[C:11]2[C:7](=[CH:6][C:5]([C:14]#[N:15])=[CH:13][CH:12]=2)[CH:8]=[CH:9]1. The yield is 0.950. (2) The reactants are [CH2:1]([NH:8][C:9]1[C:18]2[C:13](=[CH:14][CH:15]=[C:16]([O:19][CH3:20])[N:17]=2)[N:12]=[CH:11][C:10]=1Br)[C:2]1[CH:7]=[CH:6][CH:5]=[CH:4][CH:3]=1.C(C1C=C(C(C)C)C(C2C(C)=C(C)C(C)=C(C)C=2P(C)C)=C(C)C=1)(C)C.[OH-:48].[K+].ClCCl. The catalyst is O1CCOCC1.O.C1C=CC(/C=C/C(/C=C/C2C=CC=CC=2)=O)=CC=1.C1C=CC(/C=C/C(/C=C/C2C=CC=CC=2)=O)=CC=1.C1C=CC(/C=C/C(/C=C/C2C=CC=CC=2)=O)=CC=1.[Pd].[Pd].CO. The product is [CH2:1]([NH:8][C:9]1[C:18]2[C:13](=[CH:14][CH:15]=[C:16]([O:19][CH3:20])[N:17]=2)[N:12]=[CH:11][C:10]=1[OH:48])[C:2]1[CH:7]=[CH:6][CH:5]=[CH:4][CH:3]=1. The yield is 0.360. (3) The reactants are Cl.[F:2][C:3]1[CH:16]=[CH:15][C:6]([C:7]([CH:9]2[CH2:14][CH2:13][NH:12][CH2:11][CH2:10]2)=[O:8])=[CH:5][CH:4]=1.[C:17](O[C:17]([O:19][C:20]([CH3:23])([CH3:22])[CH3:21])=[O:18])([O:19][C:20]([CH3:23])([CH3:22])[CH3:21])=[O:18].C([O-])([O-])=O.[Na+].[Na+]. The catalyst is O.C1COCC1. The product is [F:2][C:3]1[CH:4]=[CH:5][C:6]([C:7]([CH:9]2[CH2:14][CH2:13][N:12]([C:17]([O:19][C:20]([CH3:23])([CH3:22])[CH3:21])=[O:18])[CH2:11][CH2:10]2)=[O:8])=[CH:15][CH:16]=1. The yield is 0.740. (4) The reactants are FC1C=CC(O[C:9](=[O:24])[NH:10][C:11]2[S:12][C:13]3[CH:19]=[C:18]([S:20]([CH3:23])(=[O:22])=[O:21])[CH:17]=[CH:16][C:14]=3[N:15]=2)=CC=1.[Cl:25][C:26]1[CH:34]=[CH:33][C:32]([Cl:35])=[CH:31][C:27]=1[C:28]([NH2:30])=[O:29].CC(C)([O-])C.[K+].Cl. The catalyst is C1COCC1.O. The product is [Cl:25][C:26]1[CH:34]=[CH:33][C:32]([Cl:35])=[CH:31][C:27]=1[C:28]([NH:30][C:9](=[O:24])[NH:10][C:11]1[S:12][C:13]2[CH:19]=[C:18]([S:20]([CH3:23])(=[O:21])=[O:22])[CH:17]=[CH:16][C:14]=2[N:15]=1)=[O:29]. The yield is 0.510. (5) The reactants are CS(O[CH2:6][CH2:7][N:8]1[CH:12]=[C:11]([C:13]2[CH:18]=[C:17]([C:19]([O:21]C)=[O:20])[CH:16]=[CH:15][N:14]=2)[N:10]=[CH:9]1)(=O)=O.[F:23][C:24]1[CH:25]=[C:26]([CH:30]=[CH:31][CH:32]=1)[CH2:27][NH:28][CH3:29]. No catalyst specified. The product is [F:23][C:24]1[CH:25]=[C:26]([CH2:27][N:28]([CH3:29])[CH2:6][CH2:7][N:8]2[CH:12]=[C:11]([C:13]3[CH:18]=[C:17]([C:19]([OH:21])=[O:20])[CH:16]=[CH:15][N:14]=3)[N:10]=[CH:9]2)[CH:30]=[CH:31][CH:32]=1. The yield is 0.0900.